This data is from Full USPTO retrosynthesis dataset with 1.9M reactions from patents (1976-2016). The task is: Predict the reactants needed to synthesize the given product. (1) Given the product [OH:1][CH2:2][CH2:3][CH:4]1[CH2:9][CH2:8][CH:7]([OH:10])[CH2:6][CH2:5]1, predict the reactants needed to synthesize it. The reactants are: [OH:1][CH2:2][CH2:3][C:4]1[CH:9]=[CH:8][C:7]([OH:10])=[CH:6][CH:5]=1.O.O.O.O.O.O.O.O.O.O.B([O-])([O-])[O-].B([O-])([O-])[O-].B([O-])([O-])[O-].B([O-])([O-])[O-].[Na+].[Na+].[Na+].[Na+].[Na+].[Na+].[Na+].[Na+].[Na+].[Na+].[Na+].[Na+]. (2) The reactants are: [C:1]([O:5][C:6]([N:8]1[CH2:12][CH2:11][C@H:10]([NH:13][C:14]2[C:22]3[C:17](=[N:18][CH:19]=[CH:20][C:21]=3[O:23][C:24]3[CH:32]=[CH:31][C:27]([C:28]([OH:30])=O)=[CH:26][CH:25]=3)[N:16]([CH2:33][C:34]3[CH:39]=[CH:38][C:37]([O:40][CH3:41])=[CH:36][CH:35]=3)[N:15]=2)[CH2:9]1)=[O:7])([CH3:4])([CH3:3])[CH3:2].[CH:42]1([C:45]2[CH:50]=[CH:49][N:48]=[C:47]([NH2:51])[CH:46]=2)[CH2:44][CH2:43]1. Given the product [CH:42]1([C:45]2[CH:50]=[CH:49][N:48]=[C:47]([NH:51][C:28]([C:27]3[CH:26]=[CH:25][C:24]([O:23][C:21]4[CH:20]=[CH:19][N:18]=[C:17]5[N:16]([CH2:33][C:34]6[CH:39]=[CH:38][C:37]([O:40][CH3:41])=[CH:36][CH:35]=6)[N:15]=[C:14]([NH:13][C@H:10]6[CH2:11][CH2:12][N:8]([C:6]([O:5][C:1]([CH3:2])([CH3:4])[CH3:3])=[O:7])[CH2:9]6)[C:22]=45)=[CH:32][CH:31]=3)=[O:30])[CH:46]=2)[CH2:44][CH2:43]1, predict the reactants needed to synthesize it. (3) The reactants are: C(NC1SC(S(NC2C=CC(CC([NH:24][C:25]3[C:26](=[O:45])[N:27]([CH2:37][C:38]4[CH:43]=[CH:42][CH:41]=[CH:40][C:39]=4[F:44])[C:28](=[O:36])[N:29]([CH2:32][CH:33]4[CH2:35][CH2:34]4)[C:30]=3[NH2:31])=O)=CC=2)(=O)=O)=C(C)N=1)(=O)C.[Cl:46][C:47]1[N:51]([CH3:52])[N:50]=[C:49]([CH3:53])[C:48]=1[S:54]([NH:57][C:58]1[CH:59]=[CH:60][C:61]([CH2:64][C:65]([OH:67])=O)=[N:62][CH:63]=1)(=[O:56])=[O:55].NC1C(=O)N(CC2C=CC=CC=2F)C(=O)N(CCCC)C=1N. Given the product [NH2:31][C:30]1[N:29]([CH2:32][CH2:33][CH2:34][CH3:35])[C:28](=[O:36])[N:27]([CH2:37][C:38]2[CH:43]=[CH:42][CH:41]=[CH:40][C:39]=2[F:44])[C:26](=[O:45])[C:25]=1[NH:24][C:65](=[O:67])[CH2:64][C:61]1[CH:60]=[CH:59][C:58]([NH:57][S:54]([C:48]2[C:49]([CH3:53])=[N:50][N:51]([CH3:52])[C:47]=2[Cl:46])(=[O:55])=[O:56])=[CH:63][N:62]=1, predict the reactants needed to synthesize it. (4) Given the product [Cl:1][C:2]1[CH:3]=[C:4]2[C:8](=[CH:9][CH:10]=1)[NH:7][CH:6]=[C:5]2[CH2:11][N:12]1[C:20]([C:21]2[N:22]([CH3:26])[CH:23]=[CH:24][N:25]=2)=[C:19]2[C:14]([N:15]([CH2:31][C:32]3[CH:37]=[CH:36][CH:35]=[CH:34][C:33]=3[CH3:38])[C:16](=[O:29])[N:17]([CH3:28])[C:18]2=[O:27])=[N:13]1, predict the reactants needed to synthesize it. The reactants are: [Cl:1][C:2]1[CH:3]=[C:4]2[C:8](=[CH:9][CH:10]=1)[NH:7][CH:6]=[C:5]2[CH2:11][N:12]1[C:20]([C:21]2[N:22]([CH3:26])[CH:23]=[CH:24][N:25]=2)=[C:19]2[C:14]([NH:15][C:16](=[O:29])[N:17]([CH3:28])[C:18]2=[O:27])=[N:13]1.Br[CH2:31][C:32]1[CH:37]=[CH:36][CH:35]=[CH:34][C:33]=1[CH3:38].C1CCN2C(=NCCC2)CC1.